Binary Classification. Given a drug SMILES string, predict its activity (active/inactive) in a high-throughput screening assay against a specified biological target. From a dataset of Cav3 T-type calcium channel HTS with 100,875 compounds. (1) The drug is S(CCOc1ccc(OCC)cc1)c1n(nnn1)c1ccccc1. The result is 0 (inactive). (2) The drug is Fc1cc(c2nn3c(N4CCC5(OCCO5)CC4)c4CCCCc4nc3c2)ccc1. The result is 0 (inactive). (3) The compound is O=c1n(nc(c2c1cccc2)C)CC(=O)Nc1ncccc1. The result is 0 (inactive). (4) The drug is Clc1nc(nc(N\N=C(\c2ccccc2)C)c1)C. The result is 0 (inactive). (5) The result is 0 (inactive). The drug is O1N=C(CC1(C)c1oc(nn1)c1ccccc1)c1ccc(OC)cc1. (6) The molecule is O(CC(=O)c1c(cc(cc1)C)C)c1ccc(NC(=O)C)cc1. The result is 0 (inactive). (7) The compound is S(=O)(=O)(N(CC)c1ccccc1)c1ccc(NCC2Oc3c(OC2)cccc3)nc1. The result is 1 (active). (8) The molecule is Fc1c(C2c3oc(cc(=O)c3OC(N)=C2C(OC)=O)CO)cccc1. The result is 0 (inactive).